The task is: Predict the reactants needed to synthesize the given product.. This data is from Full USPTO retrosynthesis dataset with 1.9M reactions from patents (1976-2016). (1) The reactants are: [CH3:1][N:2]1[CH2:8][CH2:7][CH:6]([OH:9])[C:5]2[CH:10]=[CH:11][O:12][C:4]=2[CH2:3]1.[Br:13][C:14]1[C:15]([Cl:21])=[C:16](F)[CH:17]=[CH:18][CH:19]=1. Given the product [Br:13][C:14]1[C:15]([Cl:21])=[C:16]([O:9][CH:6]2[CH2:7][CH2:8][N:2]([CH3:1])[CH2:3][C:4]3[O:12][CH:11]=[CH:10][C:5]2=3)[CH:17]=[CH:18][CH:19]=1, predict the reactants needed to synthesize it. (2) Given the product [NH2:1][C:2]1[CH:7]=[CH:6][C:5]([C:8]2([C:13]3[CH:14]=[CH:15][C:16]([Cl:19])=[CH:17][CH:18]=3)[O:12][CH2:11][CH2:10][O:9]2)=[CH:4][C:3]=1[CH:20]([C:22]1[CH:27]=[CH:26][CH:25]=[C:24]([Cl:28])[CH:23]=1)[OH:21], predict the reactants needed to synthesize it. The reactants are: [NH2:1][C:2]1[CH:7]=[CH:6][C:5]([C:8]2([C:13]3[CH:18]=[CH:17][C:16]([Cl:19])=[CH:15][CH:14]=3)[O:12][CH2:11][CH2:10][O:9]2)=[CH:4][C:3]=1[C:20]([C:22]1[CH:27]=[CH:26][CH:25]=[C:24]([Cl:28])[CH:23]=1)=[O:21].[BH4-].[Na+]. (3) The reactants are: [CH2:1]([C:5]1=[CH:6][N:7]([C:16]([CH3:19])([CH3:18])[CH3:17])[S:8]/[C:9]/1=[N:10]\C(=O)OCC)[CH2:2][CH2:3][CH3:4].I[Si](C)(C)C.C(=O)(O)[O-].[Na+]. Given the product [C:16]([N:7]1[CH:6]=[C:5]([CH2:1][CH2:2][CH2:3][CH3:4])[C:9](=[NH:10])[S:8]1)([CH3:19])([CH3:18])[CH3:17], predict the reactants needed to synthesize it.